This data is from Reaction yield outcomes from USPTO patents with 853,638 reactions. The task is: Predict the reaction yield, written as a fraction of the theoretical maximum amount of product (1.0 means a 100% yield; for example, 0.34 means a 34% yield). (1) The reactants are [C:1]1([C:27]2[CH:32]=[CH:31][CH:30]=[CH:29][CH:28]=2)[CH:6]=[CH:5][C:4]([C:7]([N:9]2[CH2:14][CH2:13][N:12]([C:15]3[C:16]4[CH:24]=[C:23]([CH2:25][CH3:26])[S:22][C:17]=4[N:18]=[C:19](Cl)[N:20]=3)[CH2:11][CH2:10]2)=[O:8])=[CH:3][CH:2]=1.[C:33]([NH:36][CH2:37][CH2:38][SH:39])(=[O:35])[CH3:34]. The catalyst is CN(C=O)C. The product is [C:1]1([C:27]2[CH:32]=[CH:31][CH:30]=[CH:29][CH:28]=2)[CH:6]=[CH:5][C:4]([C:7]([N:9]2[CH2:14][CH2:13][N:12]([C:15]3[C:16]4[CH:24]=[C:23]([CH2:25][CH3:26])[S:22][C:17]=4[N:18]=[C:19]([S:39][CH2:38][CH2:37][NH:36][C:33](=[O:35])[CH3:34])[N:20]=3)[CH2:11][CH2:10]2)=[O:8])=[CH:3][CH:2]=1. The yield is 0.880. (2) The reactants are Br[C:2]1[CH:10]=[C:9]([O:11][CH3:12])[CH:8]=[C:7]2[C:3]=1[CH:4]=[CH:5][NH:6]2.C([O-])(=O)C.[K+].B1(B2OC(C)(C)C(C)(C)O2)OC(C)(C)C(C)(C)O1.Cl[C:37]1[N:42]=[C:41]([N:43]2[CH2:48][CH2:47][O:46][CH2:45][C@H:44]2[CH3:49])[CH:40]=[C:39]([C:50]2([S:56]([CH3:59])(=[O:58])=[O:57])[CH2:55][CH2:54][O:53][CH2:52][CH2:51]2)[N:38]=1.C(=O)([O-])[O-].[Na+].[Na+]. The catalyst is O1CCOCC1.C1C=CC([P]([Pd]([P](C2C=CC=CC=2)(C2C=CC=CC=2)C2C=CC=CC=2)([P](C2C=CC=CC=2)(C2C=CC=CC=2)C2C=CC=CC=2)[P](C2C=CC=CC=2)(C2C=CC=CC=2)C2C=CC=CC=2)(C2C=CC=CC=2)C2C=CC=CC=2)=CC=1. The product is [CH3:12][O:11][C:9]1[CH:8]=[C:7]2[C:3]([CH:4]=[CH:5][NH:6]2)=[C:2]([C:37]2[N:42]=[C:41]([N:43]3[CH2:48][CH2:47][O:46][CH2:45][C@H:44]3[CH3:49])[CH:40]=[C:39]([C:50]3([S:56]([CH3:59])(=[O:57])=[O:58])[CH2:51][CH2:52][O:53][CH2:54][CH2:55]3)[N:38]=2)[CH:10]=1. The yield is 0.140. (3) The reactants are CCCCCC.C([Li])CCC.Br[C:13]1[CH:18]=[CH:17][C:16]([C:19]2[CH:24]=[CH:23][C:22]([C:25]3[N:30]=[C:29]([C:31]4[CH:36]=[CH:35][C:34]([C:37]([CH3:40])([CH3:39])[CH3:38])=[CH:33][CH:32]=4)[N:28]=[C:27]([C:41]4[CH:46]=[CH:45][C:44]([C:47]([CH3:50])([CH3:49])[CH3:48])=[CH:43][CH:42]=4)[N:26]=3)=[CH:21][CH:20]=2)=[CH:15][CH:14]=1.Br[C:52]1[CH:53]=[N:54][CH:55]=[CH:56][CH:57]=1. The catalyst is C1C=CC([P]([Pd]([P](C2C=CC=CC=2)(C2C=CC=CC=2)C2C=CC=CC=2)([P](C2C=CC=CC=2)(C2C=CC=CC=2)C2C=CC=CC=2)[P](C2C=CC=CC=2)(C2C=CC=CC=2)C2C=CC=CC=2)(C2C=CC=CC=2)C2C=CC=CC=2)=CC=1.O1CCCC1. The product is [C:47]([C:44]1[CH:45]=[CH:46][C:41]([C:27]2[N:28]=[C:29]([C:31]3[CH:36]=[CH:35][C:34]([C:37]([CH3:40])([CH3:39])[CH3:38])=[CH:33][CH:32]=3)[N:30]=[C:25]([C:22]3[CH:23]=[CH:24][C:19]([C:16]4[CH:17]=[CH:18][C:13]([C:52]5[CH:53]=[N:54][CH:55]=[CH:56][CH:57]=5)=[CH:14][CH:15]=4)=[CH:20][CH:21]=3)[N:26]=2)=[CH:42][CH:43]=1)([CH3:50])([CH3:49])[CH3:48]. The yield is 0.620.